From a dataset of Peptide-MHC class II binding affinity with 134,281 pairs from IEDB. Regression. Given a peptide amino acid sequence and an MHC pseudo amino acid sequence, predict their binding affinity value. This is MHC class II binding data. (1) The peptide sequence is CIMFQSVLDGHLPDT. The MHC is DRB1_0101 with pseudo-sequence DRB1_0101. The binding affinity (normalized) is 0.512. (2) The peptide sequence is AWVDSGAQLGELYYA. The MHC is HLA-DQA10101-DQB10501 with pseudo-sequence HLA-DQA10101-DQB10501. The binding affinity (normalized) is 0.198.